From a dataset of Reaction yield outcomes from USPTO patents with 853,638 reactions. Predict the reaction yield, written as a fraction of the theoretical maximum amount of product (1.0 means a 100% yield; for example, 0.34 means a 34% yield). The reactants are [O-]P([O-])([O-])=O.[K+].[K+].[K+].[CH3:9][CH:10]([NH2:17])[C:11]1[CH:16]=[CH:15][CH:14]=[CH:13][CH:12]=1.I[C:19]1[CH:24]=[CH:23][CH:22]=[CH:21][CH:20]=1.C(O)CO. The catalyst is [Cu]I.CCCCCC.C(OCC)(=O)C.CC(O)C. The product is [C:19]1([NH:17][CH:10]([CH3:9])[C:11]2[CH:16]=[CH:15][CH:14]=[CH:13][CH:12]=2)[CH:24]=[CH:23][CH:22]=[CH:21][CH:20]=1. The yield is 0.730.